From a dataset of Forward reaction prediction with 1.9M reactions from USPTO patents (1976-2016). Predict the product of the given reaction. (1) The product is: [C:1]([C:5]1[CH:13]=[CH:12][C:8]([C:9]([NH:57][C:55]2[CH:54]=[CH:53][N:52]=[C:51]([O:50][CH3:49])[CH:56]=2)=[O:11])=[C:7]([O:14][C:15]2[CH:16]=[N:17][C:18]([C:21]([F:24])([F:22])[F:23])=[CH:19][CH:20]=2)[CH:6]=1)([CH3:4])([CH3:2])[CH3:3]. Given the reactants [C:1]([C:5]1[CH:13]=[CH:12][C:8]([C:9]([OH:11])=O)=[C:7]([O:14][C:15]2[CH:16]=[N:17][C:18]([C:21]([F:24])([F:23])[F:22])=[CH:19][CH:20]=2)[CH:6]=1)([CH3:4])([CH3:3])[CH3:2].CN(C(ON1N=NC2C=CC=NC1=2)=[N+](C)C)C.F[P-](F)(F)(F)(F)F.[CH3:49][O:50][C:51]1[CH:56]=[C:55]([NH2:57])[CH:54]=[CH:53][N:52]=1.C(N(CC)CC)C, predict the reaction product. (2) Given the reactants [C:1]1(=[CH:6][C:7](=[O:9])[CH3:8])[CH2:5][CH2:4][CH2:3][CH2:2]1.[C:10]1([CH2:15][C:16](=[O:18])[CH3:17])CCC[CH:11]=1.C(CC(=O)C)(=O)C, predict the reaction product. The product is: [C:7]([CH:6]1[C:1]2([CH2:5][CH2:4][CH2:3][CH2:2]2)[CH2:17][C:16](=[O:18])[CH:15]=[C:10]1[CH3:11])(=[O:9])[CH3:8]. (3) Given the reactants [H-].[Na+].C(OP([CH2:11][C:12]([O:14][CH2:15][CH3:16])=[O:13])(OCC)=O)C.[Br:17][C:18]1[CH:19]=[CH:20][C:21]([N:26]2[CH2:31][CH2:30][CH2:29][CH:28]([CH3:32])[CH2:27]2)=[C:22]([CH:25]=1)[CH:23]=O.O, predict the reaction product. The product is: [Br:17][C:18]1[CH:19]=[CH:20][C:21]([N:26]2[CH2:31][CH2:30][CH2:29][CH:28]([CH3:32])[CH2:27]2)=[C:22](/[CH:23]=[CH:11]/[C:12]([O:14][CH2:15][CH3:16])=[O:13])[CH:25]=1. (4) Given the reactants [Br:1][C:2]1[CH:7]=[CH:6][C:5]([O:8][CH:9]2[CH2:14][CH2:13][N:12](C(OC(C)(C)C)=O)[CH2:11][CH2:10]2)=[CH:4][C:3]=1[F:22].FC(F)(F)C(O)=O, predict the reaction product. The product is: [Br:1][C:2]1[CH:7]=[CH:6][C:5]([O:8][CH:9]2[CH2:14][CH2:13][NH:12][CH2:11][CH2:10]2)=[CH:4][C:3]=1[F:22]. (5) Given the reactants [CH3:1][S:2][C:3]1[CH:8]=[CH:7][C:6]([NH:9][C:10]([N:12]2[CH2:17][CH2:16][CH2:15][CH:14]([C:18]3([CH2:29][C:30]4[CH:35]=[CH:34][CH:33]=[C:32]([Cl:36])[CH:31]=4)[C:26]4[C:21](=[CH:22][C:23]([Cl:27])=[CH:24][CH:25]=4)[NH:20][C:19]3=[O:28])[CH2:13]2)=[O:11])=[CH:5][CH:4]=1.ClC1C=C(C(OO)=[O:45])C=CC=1, predict the reaction product. The product is: [CH3:1][S:2]([C:3]1[CH:8]=[CH:7][C:6]([NH:9][C:10]([N:12]2[CH2:17][CH2:16][CH2:15][CH:14]([C:18]3([CH2:29][C:30]4[CH:35]=[CH:34][CH:33]=[C:32]([Cl:36])[CH:31]=4)[C:26]4[C:21](=[CH:22][C:23]([Cl:27])=[CH:24][CH:25]=4)[NH:20][C:19]3=[O:28])[CH2:13]2)=[O:11])=[CH:5][CH:4]=1)=[O:45]. (6) Given the reactants FC1C=C(F)C=CC=1[CH2:4][N:5]1[C:10](=[O:11])[CH:9]=[CH:8][C:7]([CH2:12][C:13]2[C:21]3[C:16](=[CH:17][CH:18]=[CH:19][CH:20]=3)[N:15]([CH2:22][C:23]([O:25][CH3:26])=[O:24])[C:14]=2[CH3:27])=[CH:6]1.CC1N(CC(OC)=O)C2C(C=1CC1C=CC(=O)NC=1)=CC=CC=2.C(=O)([O-])[O-].[K+].[K+].[F:62][C:63]1[CH:64]=[C:65]([CH:68]=[C:69]([F:71])[CH:70]=1)CBr, predict the reaction product. The product is: [F:62][C:63]1[CH:64]=[C:65]([CH:68]=[C:69]([F:71])[CH:70]=1)[CH2:4][N:5]1[C:10](=[O:11])[CH:9]=[CH:8][C:7]([CH2:12][C:13]2[C:21]3[C:16](=[CH:17][CH:18]=[CH:19][CH:20]=3)[N:15]([CH2:22][C:23]([O:25][CH3:26])=[O:24])[C:14]=2[CH3:27])=[CH:6]1. (7) Given the reactants Cl[C:2]1[N:11]=[C:10]2[C:5]([C:6](=[O:18])[C:7]([C:15]([OH:17])=[O:16])=[CH:8][N:9]2[CH:12]2[CH2:14][CH2:13]2)=[CH:4][C:3]=1[F:19].[C:20]([O:24][C:25](=[O:35])[NH:26][CH2:27][CH2:28][CH:29]1[CH2:34][CH2:33][NH:32][CH2:31][CH2:30]1)([CH3:23])([CH3:22])[CH3:21], predict the reaction product. The product is: [C:20]([O:24][C:25]([NH:26][CH2:27][CH2:28][CH:29]1[CH2:30][CH2:31][N:32]([C:2]2[N:11]=[C:10]3[C:5]([C:6](=[O:18])[C:7]([C:15]([OH:17])=[O:16])=[CH:8][N:9]3[CH:12]3[CH2:14][CH2:13]3)=[CH:4][C:3]=2[F:19])[CH2:33][CH2:34]1)=[O:35])([CH3:23])([CH3:21])[CH3:22].